This data is from Forward reaction prediction with 1.9M reactions from USPTO patents (1976-2016). The task is: Predict the product of the given reaction. (1) Given the reactants Br[C:2]1[C:3]([C:24]2[CH:29]=[CH:28][C:27]([Cl:30])=[CH:26][CH:25]=2)=[C:4]2[C:9](=[CH:10][C:11]=1[CH3:12])[CH:8]=[C:7]([O:13][Si:14]([CH:21]([CH3:23])[CH3:22])([CH:18]([CH3:20])[CH3:19])[CH:15]([CH3:17])[CH3:16])[CH:6]=[CH:5]2.[Li]CCCC.[C:36]([O:43][CH2:44][CH3:45])(=[O:42])[C:37]([O:39]CC)=O, predict the reaction product. The product is: [Cl:30][C:27]1[CH:26]=[CH:25][C:24]([C:3]2[C:4]3[C:9](=[CH:8][C:7]([O:13][Si:14]([CH:21]([CH3:23])[CH3:22])([CH:18]([CH3:20])[CH3:19])[CH:15]([CH3:16])[CH3:17])=[CH:6][CH:5]=3)[CH:10]=[C:11]([CH3:12])[C:2]=2[C:37](=[O:39])[C:36]([O:43][CH2:44][CH3:45])=[O:42])=[CH:29][CH:28]=1. (2) Given the reactants [F:1][C:2]1[CH:13]=[CH:12][C:11]([C:14]2[CH:19]=[CH:18][CH:17]=[C:16]([F:20])[CH:15]=2)=[CH:10][C:3]=1[C:4](N(OC)C)=[O:5].[CH3:21][Mg+].[Br-].O, predict the reaction product. The product is: [F:1][C:2]1[CH:13]=[CH:12][C:11]([C:14]2[CH:19]=[CH:18][CH:17]=[C:16]([F:20])[CH:15]=2)=[CH:10][C:3]=1[C:4](=[O:5])[CH3:21]. (3) Given the reactants [N:1]1([CH2:6][CH2:7][S:8]([CH2:10][C:11]2[CH:16]=[CH:15][C:14]([OH:17])=[CH:13][CH:12]=2)=[O:9])[CH:5]=[CH:4][N:3]=[N:2]1.[H-].[Na+].Cl[CH2:21][C:22]1[C:23]([CH3:38])=[N:24][C:25]([C:28]2[CH:33]=[CH:32][C:31]([C:34]([F:37])([F:36])[F:35])=[CH:30][CH:29]=2)=[CH:26][CH:27]=1.O, predict the reaction product. The product is: [CH3:38][C:23]1[C:22]([CH2:21][O:17][C:14]2[CH:13]=[CH:12][C:11]([CH2:10][S:8]([CH2:7][CH2:6][N:1]3[CH:5]=[CH:4][N:3]=[N:2]3)=[O:9])=[CH:16][CH:15]=2)=[CH:27][CH:26]=[C:25]([C:28]2[CH:33]=[CH:32][C:31]([C:34]([F:36])([F:37])[F:35])=[CH:30][CH:29]=2)[N:24]=1. (4) Given the reactants [C:1]([NH2:4])(=[NH:3])[CH3:2].O(C)[Na].[CH3:8][O:9][C:10]1[CH:15]=[CH:14][CH:13]=[CH:12][C:11]=1[C:16]([CH:18]([CH2:23][CH2:24][C:25]1[CH:30]=[CH:29][CH:28]=[CH:27][CH:26]=1)[C:19](OC)=[O:20])=O, predict the reaction product. The product is: [CH3:2][C:1]1[NH:3][C:16]([C:11]2[CH:12]=[CH:13][CH:14]=[CH:15][C:10]=2[O:9][CH3:8])=[C:18]([CH2:23][CH2:24][C:25]2[CH:30]=[CH:29][CH:28]=[CH:27][CH:26]=2)[C:19](=[O:20])[N:4]=1. (5) Given the reactants [CH2:1]([O:3][C:4]([C:6]1[C:7]2[S:14][CH:13]=[C:12]([CH2:15][O:16][C:17]3[CH:22]=[CH:21][CH:20]=[C:19]([NH2:23])[CH:18]=3)[C:8]=2[CH:9]=[N:10][CH:11]=1)=[O:5])[CH3:2].C(N(C(C)C)CC)(C)C.[C:33](Cl)(=[O:40])[C:34]1[CH:39]=[CH:38][CH:37]=[CH:36][CH:35]=1, predict the reaction product. The product is: [CH2:1]([O:3][C:4]([C:6]1[C:7]2[S:14][CH:13]=[C:12]([CH2:15][O:16][C:17]3[CH:22]=[CH:21][CH:20]=[C:19]([NH:23][C:33](=[O:40])[C:34]4[CH:39]=[CH:38][CH:37]=[CH:36][CH:35]=4)[CH:18]=3)[C:8]=2[CH:9]=[N:10][CH:11]=1)=[O:5])[CH3:2].